From a dataset of TCR-epitope binding with 47,182 pairs between 192 epitopes and 23,139 TCRs. Binary Classification. Given a T-cell receptor sequence (or CDR3 region) and an epitope sequence, predict whether binding occurs between them. (1) Result: 0 (the TCR does not bind to the epitope). The TCR CDR3 sequence is CASSTPLEDTQYF. The epitope is TEILPVSMTK. (2) The epitope is YVLDHLIVV. The TCR CDR3 sequence is CASSRDRGEDTQYF. Result: 0 (the TCR does not bind to the epitope). (3) The epitope is SSTFNVPMEKLK. The TCR CDR3 sequence is CASRTGTGNLYEQYF. Result: 0 (the TCR does not bind to the epitope). (4) The epitope is YSEHPTFTSQY. The TCR CDR3 sequence is CAISEPTSGRDTQYF. Result: 1 (the TCR binds to the epitope). (5) The epitope is TAFTIPSI. The TCR CDR3 sequence is CASSFVQFPYNEQFF. Result: 0 (the TCR does not bind to the epitope). (6) The epitope is RLRAEAQVK. The TCR CDR3 sequence is CASSARGGADEQFF. Result: 0 (the TCR does not bind to the epitope).